Predict which catalyst facilitates the given reaction. From a dataset of Catalyst prediction with 721,799 reactions and 888 catalyst types from USPTO. (1) Product: [C:13]([CH:15]([NH:20][C:21]([CH:23]1[CH2:28][CH2:27][CH2:26][CH2:25][CH:24]1[NH:29][C:30]([C:32]1[N:33]([CH2:42][CH2:43][CH2:44][N:1]2[CH2:6][CH2:5][O:4][CH2:3][CH2:2]2)[C:34]2[C:39]([CH:40]=1)=[CH:38][CH:37]=[C:36]([Cl:41])[CH:35]=2)=[O:31])=[O:22])[CH2:16][CH:17]([CH3:19])[CH3:18])#[N:14]. The catalyst class is: 3. Reactant: [NH:1]1[CH2:6][CH2:5][O:4][CH2:3][CH2:2]1.C(=O)([O-])[O-].[K+].[K+].[C:13]([CH:15]([NH:20][C:21]([CH:23]1[CH2:28][CH2:27][CH2:26][CH2:25][CH:24]1[NH:29][C:30]([C:32]1[N:33]([CH2:42][CH2:43][CH2:44]Cl)[C:34]2[C:39]([CH:40]=1)=[CH:38][CH:37]=[C:36]([Cl:41])[CH:35]=2)=[O:31])=[O:22])[CH2:16][CH:17]([CH3:19])[CH3:18])#[N:14]. (2) Product: [Cl:1][C:2]1[CH:3]=[C:4]([N:8]2[CH:12]=[C:11]([C:13]([OH:15])=[O:14])[N:10]=[N:9]2)[CH:5]=[CH:6][CH:7]=1. The catalyst class is: 20. Reactant: [Cl:1][C:2]1[CH:3]=[C:4]([N:8]2[CH:12]=[C:11]([C:13]([O:15]CC)=[O:14])[N:10]=[N:9]2)[CH:5]=[CH:6][CH:7]=1.[Li+].[OH-].